This data is from Catalyst prediction with 721,799 reactions and 888 catalyst types from USPTO. The task is: Predict which catalyst facilitates the given reaction. Reactant: S(=O)(=O)(O)O.N[C:7]1[CH:12]=[CH:11][C:10]([N:13]2[C:21](=[O:22])[C:20]3[C:15](=[CH:16][CH:17]=[CH:18][CH:19]=3)[C:14]2=[O:23])=[CH:9][C:8]=1[S:24]([F:29])([F:28])([F:27])([F:26])[F:25].N([O-])=O.[Na+].[Cu][C:35]#[N:36].[C-]#N.[K+]. Product: [O:22]=[C:21]1[C:20]2[C:15](=[CH:16][CH:17]=[CH:18][CH:19]=2)[C:14](=[O:23])[N:13]1[C:10]1[CH:11]=[CH:12][C:7]([C:35]#[N:36])=[C:8]([S:24]([F:27])([F:29])([F:26])([F:25])[F:28])[CH:9]=1. The catalyst class is: 86.